Dataset: Full USPTO retrosynthesis dataset with 1.9M reactions from patents (1976-2016). Task: Predict the reactants needed to synthesize the given product. (1) Given the product [NH2:12][C:9]1[CH:8]=[CH:7][C:5]2[N:6]=[C:2]([CH3:1])[NH:3][C:4]=2[C:10]=1[CH3:11], predict the reactants needed to synthesize it. The reactants are: [CH3:1][C:2]1[NH:3][C:4]2[C:10]([CH3:11])=[C:9]([N+:12]([O-])=O)[CH:8]=[CH:7][C:5]=2[N:6]=1. (2) The reactants are: [Cl:1][C:2]([Cl:8])([Cl:7])[C:3](=[NH:6])OC.[N+:9]([C:12]1[CH:13]=[C:14](N)[C:15]([NH2:18])=[CH:16][CH:17]=1)([O-:11])=[O:10].O.C(OCC)(=O)C. Given the product [N+:9]([C:12]1[CH:17]=[CH:16][C:15]2[N:18]=[C:3]([C:2]([Cl:8])([Cl:7])[Cl:1])[NH:6][C:14]=2[CH:13]=1)([O-:11])=[O:10], predict the reactants needed to synthesize it. (3) The reactants are: [CH2:1]([NH:3][C:4]1[N:9]=[C:8]([C:10]2[O:14][N:13]=[C:12]([C:15]3[CH:26]=[C:25]([CH3:27])[C:18]([O:19][CH2:20][CH:21]([OH:24])[CH2:22][OH:23])=[C:17]([CH3:28])[CH:16]=3)[N:11]=2)[CH:7]=[C:6]([CH3:29])[N:5]=1)[CH3:2].[CH2:30](CNC1N=C(C(O)=O)C=C(C)N=1)C. Given the product [CH2:1]([N:3]([CH3:30])[C:4]1[N:9]=[C:8]([C:10]2[O:14][N:13]=[C:12]([C:15]3[CH:26]=[C:25]([CH3:27])[C:18]([O:19][CH2:20][CH:21]([OH:24])[CH2:22][OH:23])=[C:17]([CH3:28])[CH:16]=3)[N:11]=2)[CH:7]=[C:6]([CH3:29])[N:5]=1)[CH3:2], predict the reactants needed to synthesize it. (4) Given the product [Cl:1][C:2]1[CH:7]=[C:6]2[NH:8][C:9](=[O:28])[C:10]3([CH:14]([CH2:15][C:16]([CH3:18])([CH3:19])[CH3:17])[CH2:13][N:12]([C:41]([Cl:43])=[O:42])[CH:11]3[C:20]3[CH:25]=[CH:24][CH:23]=[C:22]([Cl:26])[C:21]=3[F:27])[C:5]2=[CH:4][CH:3]=1, predict the reactants needed to synthesize it. The reactants are: [Cl:1][C:2]1[CH:7]=[C:6]2[NH:8][C:9](=[O:28])[C:10]3([CH:14]([CH2:15][C:16]([CH3:19])([CH3:18])[CH3:17])[CH2:13][NH:12][CH:11]3[C:20]3[CH:25]=[CH:24][CH:23]=[C:22]([Cl:26])[C:21]=3[F:27])[C:5]2=[CH:4][CH:3]=1.C([O-])(O)=O.[Na+].C1(C)C=CC=CC=1.[C:41](Cl)([Cl:43])=[O:42]. (5) Given the product [CH3:26][O:25][C:10]1[CH:11]=[C:12]2[C:7](=[CH:8][CH:9]=1)[N:6]=[C:5]([NH:4][CH2:3][CH2:2][NH:1][C:30]([NH:31][CH3:27])=[O:37])[N:14]=[C:13]2[N:15]([C:17]1[CH:18]=[CH:19][C:20]([O:23][CH3:24])=[CH:21][CH:22]=1)[CH3:16], predict the reactants needed to synthesize it. The reactants are: [NH2:1][CH2:2][CH2:3][NH:4][C:5]1[N:14]=[C:13]([N:15]([C:17]2[CH:22]=[CH:21][C:20]([O:23][CH3:24])=[CH:19][CH:18]=2)[CH3:16])[C:12]2[C:7](=[CH:8][CH:9]=[C:10]([O:25][CH3:26])[CH:11]=2)[N:6]=1.[C:27]1(=O)[N:31]([N:31]([CH3:27])[C:30](=[O:37])[O-])[C:30](=[O:37])CC1. (6) Given the product [CH3:5][C:4]1[CH:7]=[CH:8][CH:9]=[CH:2][C:3]=1[C:2]1[CH:9]=[CH:8][CH:7]=[C:4]([CH:5]=[O:6])[CH:3]=1, predict the reactants needed to synthesize it. The reactants are: Br[C:2]1[CH:3]=[C:4]([CH:7]=[CH:8][C:9]=1F)[CH:5]=[O:6].N.